Dataset: Full USPTO retrosynthesis dataset with 1.9M reactions from patents (1976-2016). Task: Predict the reactants needed to synthesize the given product. (1) Given the product [CH:1]1([O:7][C:8]2[CH:9]=[CH:10][C:11]([O:12][C:13]3[CH:18]=[CH:17][C:16]([CH2:19][C:20]([NH:22][C:23]4[CH:32]=[CH:31][CH:30]=[CH:29][C:24]=4[C:25]([OH:27])=[O:26])=[O:21])=[CH:15][CH:14]=3)=[CH:33][CH:34]=2)[CH2:6][CH2:5][CH2:4][CH2:3][CH2:2]1, predict the reactants needed to synthesize it. The reactants are: [CH:1]1([O:7][C:8]2[CH:34]=[CH:33][C:11]([O:12][C:13]3[CH:18]=[CH:17][C:16]([CH2:19][C:20]([NH:22][C:23]4[CH:32]=[CH:31][CH:30]=[CH:29][C:24]=4[C:25]([O:27]C)=[O:26])=[O:21])=[CH:15][CH:14]=3)=[CH:10][CH:9]=2)[CH2:6][CH2:5][CH2:4][CH2:3][CH2:2]1.CO.[OH-].[Li+].Cl. (2) Given the product [C:2]1([CH3:1])[CH:9]=[CH:8][C:5]([CH:6]([Si:11]([Cl:13])([Cl:12])[Cl:10])[CH3:7])=[CH:4][CH:3]=1, predict the reactants needed to synthesize it. The reactants are: [CH3:1][C:2]1[CH:9]=[CH:8][C:5]([CH:6]=[CH2:7])=[CH:4][CH:3]=1.[Cl:10][SiH:11]([Cl:13])[Cl:12]. (3) Given the product [OH:8][C@H:9]([C:36]1[CH:41]=[CH:40][C:39]([OH:42])=[C:38]([CH2:43][OH:44])[CH:37]=1)[CH2:10][NH:11][C@H:12]([CH3:35])[CH2:13][C:14]1[CH:15]=[C:16]2[C:20](=[CH:21][CH:22]=1)[NH:19][C:18]([C:23]([NH:25][CH2:26][C:27]1[CH:32]=[CH:31][CH:30]=[CH:29][C:28]=1[O:33][CH3:34])=[O:24])=[CH:17]2, predict the reactants needed to synthesize it. The reactants are: [Si]([O:8][C@H:9]([C:36]1[CH:41]=[CH:40][C:39]([OH:42])=[C:38]([CH2:43][OH:44])[CH:37]=1)[CH2:10][NH:11][C@H:12]([CH3:35])[CH2:13][C:14]1[CH:15]=[C:16]2[C:20](=[CH:21][CH:22]=1)[NH:19][C:18]([C:23]([NH:25][CH2:26][C:27]1[CH:32]=[CH:31][CH:30]=[CH:29][C:28]=1[O:33][CH3:34])=[O:24])=[CH:17]2)(C(C)(C)C)(C)C.[F-].[NH4+]. (4) The reactants are: Br[C:2]1[CH:9]=[CH:8][CH:7]=[C:6]([N+:10]([O-:12])=[O:11])[C:3]=1[C:4]#[N:5].[CH:13]1(B(O)O)[CH2:15][CH2:14]1.C1(P(C2CCCCC2)C2CCCCC2)CCCCC1.[O-]P([O-])([O-])=O.[K+].[K+].[K+]. Given the product [N+:10]([C:6]1[CH:7]=[CH:8][CH:9]=[C:2]([CH:13]2[CH2:15][CH2:14]2)[C:3]=1[C:4]#[N:5])([O-:12])=[O:11], predict the reactants needed to synthesize it. (5) The reactants are: C([O:3][C:4](=[O:33])[CH2:5][O:6][C:7]1[CH:12]=[CH:11][C:10]([Cl:13])=[C:9]([NH:14][C:15]([C:17]2[C:26]3[C:21](=[CH:22][CH:23]=[CH:24][CH:25]=3)[CH:20]=[C:19]([C:27]3[CH:32]=[CH:31][CH:30]=[CH:29][CH:28]=3)[CH:18]=2)=[O:16])[CH:8]=1)C.O[Li].O. Given the product [Cl:13][C:10]1[CH:11]=[CH:12][C:7]([O:6][CH2:5][C:4]([OH:33])=[O:3])=[CH:8][C:9]=1[NH:14][C:15]([C:17]1[C:26]2[C:21](=[CH:22][CH:23]=[CH:24][CH:25]=2)[CH:20]=[C:19]([C:27]2[CH:32]=[CH:31][CH:30]=[CH:29][CH:28]=2)[CH:18]=1)=[O:16], predict the reactants needed to synthesize it. (6) Given the product [OH:4][CH:3]([CH:2]([CH3:1])[CH2:5][CH2:6][CH3:7])[CH2:9][C:8]([OH:11])=[O:10], predict the reactants needed to synthesize it. The reactants are: [CH3:1][CH:2]([CH2:5][CH2:6][CH3:7])[CH:3]=[O:4].[C:8]([OH:11])(=[O:10])[CH3:9]. (7) The reactants are: [CH3:1][C:2]1[N:25]([CH3:26])[C:5]2[CH:6]=[C:7]([C:22]([OH:24])=O)[C:8]3[CH2:9][CH2:10][C:11]4([NH:20][C:21]=3[C:4]=2[N:3]=1)[CH2:19][C:18]1[C:13](=[CH:14][CH:15]=[CH:16][CH:17]=1)[CH2:12]4.CN(C(ON1N=NC2C=CC=CC1=2)=[N+](C)C)C.[B-](F)(F)(F)F.[OH:49][CH2:50][CH2:51][NH2:52]. Given the product [OH:49][CH2:50][CH2:51][NH:52][C:22]([C:7]1[C:8]2[CH2:9][CH2:10][C:11]3([NH:20][C:21]=2[C:4]2[N:3]=[C:2]([CH3:1])[N:25]([CH3:26])[C:5]=2[CH:6]=1)[CH2:12][C:13]1[C:18](=[CH:17][CH:16]=[CH:15][CH:14]=1)[CH2:19]3)=[O:24], predict the reactants needed to synthesize it. (8) Given the product [C:26]1([O:25][C:23](=[O:24])[NH:15][C:12]2[CH:11]=[CH:10][C:9]([O:8][CH2:1][C:2]3[CH:3]=[CH:4][CH:5]=[CH:6][CH:7]=3)=[CH:14][CH:13]=2)[CH:31]=[CH:30][CH:29]=[CH:28][CH:27]=1, predict the reactants needed to synthesize it. The reactants are: [CH2:1]([O:8][C:9]1[CH:14]=[CH:13][C:12]([NH2:15])=[CH:11][CH:10]=1)[C:2]1[CH:7]=[CH:6][CH:5]=[CH:4][CH:3]=1.N1C=CC=CC=1.Cl[C:23]([O:25][C:26]1[CH:31]=[CH:30][CH:29]=[CH:28][CH:27]=1)=[O:24].O. (9) Given the product [F:12][C:11]([F:14])([F:13])[C:3]1[CH:4]=[C:5]([C:6]([OH:8])=[O:7])[CH:9]=[CH:10][C:2]=1[C:21]1[CH:26]=[CH:25][CH:24]=[CH:23][CH:22]=1, predict the reactants needed to synthesize it. The reactants are: Cl[C:2]1[CH:10]=[CH:9][C:5]([C:6]([OH:8])=[O:7])=[CH:4][C:3]=1[C:11]([F:14])([F:13])[F:12].B(O)O.CC([C:21]1[CH:26]=[C:25](C(C)C)[C:24]([C:21]2[CH:26]=[CH:25][CH:24]=[CH:23][C:22]=2P(C2CCCCC2)C2CCCCC2)=[C:23](C(C)C)[CH:22]=1)C.[F-].[K+]. (10) Given the product [NH2:34][CH2:33][CH2:32][NH:31][C:29]([C:26]1[CH:25]=[C:24]([C:20]2[CH:19]=[C:18]([O:17][C:16]3[CH:42]=[CH:43][C:13]([NH:12][C:10]([NH:9][C:3]4[CH:4]=[C:5]([CH3:8])[CH:6]=[CH:7][C:2]=4[F:1])=[O:11])=[CH:14][CH:15]=3)[CH:23]=[CH:22][N:21]=2)[NH:28][CH:27]=1)=[O:30], predict the reactants needed to synthesize it. The reactants are: [F:1][C:2]1[CH:7]=[CH:6][C:5]([CH3:8])=[CH:4][C:3]=1[NH:9][C:10]([NH:12][C:13]1[CH:43]=[CH:42][C:16]([O:17][C:18]2[CH:23]=[CH:22][N:21]=[C:20]([C:24]3[NH:28][CH:27]=[C:26]([C:29]([NH:31][CH2:32][CH2:33][NH:34]C(=O)OC(C)(C)C)=[O:30])[CH:25]=3)[CH:19]=2)=[CH:15][CH:14]=1)=[O:11].FC(F)(F)C(O)=O.